This data is from Catalyst prediction with 721,799 reactions and 888 catalyst types from USPTO. The task is: Predict which catalyst facilitates the given reaction. (1) Reactant: [N+:1]([C:4]1[CH:9]=[CH:8][C:7]([C:10]2[S:11][CH:12]=[CH:13][CH:14]=2)=[CH:6][C:5]=1[NH:15][C:16]([NH:18][CH2:19][CH:20]1[CH2:25][CH2:24][NH:23][CH2:22][CH2:21]1)=[O:17])([O-])=O. Product: [NH2:1][C:4]1[CH:9]=[CH:8][C:7]([C:10]2[S:11][CH:12]=[CH:13][CH:14]=2)=[CH:6][C:5]=1[NH:15][C:16]([NH:18][CH2:19][CH:20]1[CH2:25][CH2:24][NH:23][CH2:22][CH2:21]1)=[O:17]. The catalyst class is: 19. (2) Reactant: [OH:1][C:2]1[CH:6]=[C:5]([C:7]([O:9][CH3:10])=[O:8])[N:4]([CH3:11])[N:3]=1.[Na+].Cl[C:14]([F:19])([F:18])C([O-])=O.C(=O)([O-])[O-].[K+].[K+].O. Product: [CH3:10][O:9][C:7]([C:5]1[N:4]([CH3:11])[N:3]=[C:2]([O:1][CH:14]([F:19])[F:18])[CH:6]=1)=[O:8]. The catalyst class is: 9.